The task is: Predict the product of the given reaction.. This data is from Forward reaction prediction with 1.9M reactions from USPTO patents (1976-2016). (1) Given the reactants FC(F)(F)S(O[C:7]1[C:12]([O:13][CH3:14])=[C:11]([NH:15][C:16]2[S:17][C:18]([C:21]#[N:22])=[CH:19][N:20]=2)[N:10]=[C:9]([N:23]2[CH2:27][CH2:26][CH2:25][C@H:24]2[C:28]2[CH:33]=[CH:32][C:31]([CH3:34])=[CH:30][CH:29]=2)[N:8]=1)(=O)=O.[CH3:37][C:38]1[N:43]=[CH:42][C:41](B2OC(C)(C)C(C)(C)O2)=[CH:40][N:39]=1.C(=O)([O-])[O-].[K+].[K+].O1CCOCC1, predict the reaction product. The product is: [CH3:14][O:13][C:12]1[C:7]([C:41]2[CH:40]=[N:39][C:38]([CH3:37])=[N:43][CH:42]=2)=[N:8][C:9]([N:23]2[CH2:27][CH2:26][CH2:25][C@H:24]2[C:28]2[CH:33]=[CH:32][C:31]([CH3:34])=[CH:30][CH:29]=2)=[N:10][C:11]=1[NH:15][C:16]1[S:17][C:18]([C:21]#[N:22])=[CH:19][N:20]=1. (2) Given the reactants [Cl:1][C:2]1[CH:7]=[C:6]([C:8](=[O:10])[CH3:9])[CH:5]=[CH:4][N:3]=1.[BH4-].[Na+].O, predict the reaction product. The product is: [Cl:1][C:2]1[CH:7]=[C:6]([CH:8]([OH:10])[CH3:9])[CH:5]=[CH:4][N:3]=1. (3) Given the reactants Cl[C:2]1[C:7]([C:8]([NH:10][C@H:11]([C:13]2[CH:25]=[CH:24][C:16]([C:17]([O:19]C(C)(C)C)=[O:18])=[CH:15][CH:14]=2)[CH3:12])=[O:9])=[CH:6][C:5]([Cl:26])=[CH:4][N:3]=1.[F:27][C:28]1[CH:33]=[CH:32][C:31]([OH:34])=[C:30]([CH3:35])[CH:29]=1, predict the reaction product. The product is: [Cl:26][C:5]1[CH:6]=[C:7]([C:8]([NH:10][C@H:11]([C:13]2[CH:14]=[CH:15][C:16]([C:17]([OH:19])=[O:18])=[CH:24][CH:25]=2)[CH3:12])=[O:9])[C:2]([O:34][C:31]2[CH:32]=[CH:33][C:28]([F:27])=[CH:29][C:30]=2[CH3:35])=[N:3][CH:4]=1. (4) Given the reactants [Cl:1][C:2]1[C:7]([N+:8]([O-])=O)=[C:6]([NH:11][CH2:12][C:13]2([OH:19])[CH2:18][CH2:17][O:16][CH2:15][CH2:14]2)[C:5]([CH3:20])=[C:4]([CH3:21])[N:3]=1, predict the reaction product. The product is: [NH2:8][C:7]1[C:2]([Cl:1])=[N:3][C:4]([CH3:21])=[C:5]([CH3:20])[C:6]=1[NH:11][CH2:12][C:13]1([OH:19])[CH2:14][CH2:15][O:16][CH2:17][CH2:18]1. (5) Given the reactants C[O:2][C:3](=[O:25])[C@@H:4]([NH:16][C:17]([N:19]1[CH2:24][CH2:23][O:22][CH2:21][CH2:20]1)=[O:18])[CH2:5][C:6]([F:15])([F:14])[CH2:7][C:8]1[CH:13]=[CH:12][CH:11]=[CH:10][CH:9]=1, predict the reaction product. The product is: [F:15][C:6]([F:14])([CH2:7][C:8]1[CH:13]=[CH:12][CH:11]=[CH:10][CH:9]=1)[CH2:5][C@H:4]([NH:16][C:17]([N:19]1[CH2:20][CH2:21][O:22][CH2:23][CH2:24]1)=[O:18])[C:3]([OH:25])=[O:2]. (6) Given the reactants [O:1]1[CH2:6][CH2:5][CH:4]([CH2:7][C@@H:8]2[NH:13][C:12](=O)[CH2:11][NH:10][C:9]2=O)[CH2:3][CH2:2]1.[H-].[H-].[H-].[H-].[Li+].[Al+3].O.O.O.O.O.O.O.O.O.O.S([O-])([O-])(=O)=O.[Na+].[Na+], predict the reaction product. The product is: [O:1]1[CH2:2][CH2:3][CH:4]([CH2:7][C@H:8]2[CH2:9][NH:10][CH2:11][CH2:12][NH:13]2)[CH2:5][CH2:6]1. (7) Given the reactants C(OC([NH:8][CH2:9][C@H:10]1[CH2:15][CH2:14][C@H:13]([C:16]([NH:18][C@H:19]([C:51](=[O:64])[NH:52][C:53]2[CH:58]=[CH:57][C:56]([C:59]3[N:60]=[N:61][NH:62][N:63]=3)=[CH:55][CH:54]=2)[CH2:20][C:21]2[CH:26]=[CH:25][C:24]([C:27]3[CH:32]=[CH:31][C:30]([C:33]([NH:35][CH:36]4[CH2:41][CH2:40][N:39](C(OC(C)(C)C)=O)[CH2:38][CH2:37]4)=[O:34])=[C:29]([CH3:49])[C:28]=3[CH3:50])=[CH:23][CH:22]=2)=[O:17])[CH2:12][CH2:11]1)=O)(C)(C)C.[ClH:65], predict the reaction product. The product is: [ClH:65].[NH2:8][CH2:9][C@H:10]1[CH2:15][CH2:14][C@H:13]([C:16]([NH:18][C@H:19]([C:51](=[O:64])[NH:52][C:53]2[CH:54]=[CH:55][C:56]([C:59]3[N:60]=[N:61][NH:62][N:63]=3)=[CH:57][CH:58]=2)[CH2:20][C:21]2[CH:22]=[CH:23][C:24]([C:27]3[CH:32]=[CH:31][C:30]([C:33]([NH:35][CH:36]4[CH2:37][CH2:38][NH:39][CH2:40][CH2:41]4)=[O:34])=[C:29]([CH3:49])[C:28]=3[CH3:50])=[CH:25][CH:26]=2)=[O:17])[CH2:12][CH2:11]1. (8) Given the reactants [S:1]1[CH2:6][CH2:5][CH:4]([NH:7][C:8]([C:10]2[CH:19]=[CH:18][C:17]3[C:12](=[CH:13][CH:14]=[C:15]([O:20][C:21]4[CH:26]=[CH:25][C:24]([C:27]([F:30])([F:29])[F:28])=[CH:23][N:22]=4)[CH:16]=3)[N:11]=2)=[O:9])[CH2:3][CH2:2]1.C([OH:33])C, predict the reaction product. The product is: [O:33]=[S:1]1[CH2:6][CH2:5][CH:4]([NH:7][C:8]([C:10]2[CH:19]=[CH:18][C:17]3[C:12](=[CH:13][CH:14]=[C:15]([O:20][C:21]4[CH:26]=[CH:25][C:24]([C:27]([F:29])([F:28])[F:30])=[CH:23][N:22]=4)[CH:16]=3)[N:11]=2)=[O:9])[CH2:3][CH2:2]1. (9) Given the reactants Br[C:2]1[CH:7]=[CH:6][C:5]([CH:8]([C:19]2[CH:24]=[CH:23][CH:22]=[CH:21][C:20]=2[CH3:25])[CH2:9][C:10]([C:12]2[CH:17]=[CH:16][N:15]=[C:14]([CH3:18])[CH:13]=2)=[O:11])=[CH:4][CH:3]=1.[CH2:26]([O:28][C:29]([C:31]1[CH:32]=[C:33](B(O)O)[CH:34]=[CH:35][CH:36]=1)=[O:30])[CH3:27], predict the reaction product. The product is: [CH2:26]([O:28][C:29]([C:31]1[CH:32]=[C:33]([C:2]2[CH:3]=[CH:4][C:5]([CH:8]([C:19]3[CH:24]=[CH:23][CH:22]=[CH:21][C:20]=3[CH3:25])[CH2:9][C:10]([C:12]3[CH:17]=[CH:16][N:15]=[C:14]([CH3:18])[CH:13]=3)=[O:11])=[CH:6][CH:7]=2)[CH:34]=[CH:35][CH:36]=1)=[O:30])[CH3:27]. (10) Given the reactants [OH:1][C:2]1[CH:10]=[N:9][CH:8]=[CH:7][C:3]=1[C:4]([OH:6])=[O:5].[CH3:11][CH2:12]O, predict the reaction product. The product is: [OH:1][C:2]1[CH:10]=[N:9][CH:8]=[CH:7][C:3]=1[C:4]([O:6][CH2:11][CH3:12])=[O:5].